From a dataset of Catalyst prediction with 721,799 reactions and 888 catalyst types from USPTO. Predict which catalyst facilitates the given reaction. (1) Reactant: Br[CH2:2][C:3]([C:5]1[CH:10]=[CH:9][C:8]([CH3:11])=[C:7]([CH3:12])[CH:6]=1)=O.[NH2:13][N:14]1[C:18]([C:19]2[CH:24]=[CH:23][CH:22]=[CH:21][C:20]=2[O:25][CH3:26])=[N:17][N:16]=[C:15]1[SH:27].C(O)(C)C. Product: [CH3:26][O:25][C:20]1[CH:21]=[CH:22][CH:23]=[CH:24][C:19]=1[C:18]1[N:14]2[C:15]([S:27][CH2:2][C:3]([C:5]3[CH:10]=[CH:9][C:8]([CH3:11])=[C:7]([CH3:12])[CH:6]=3)=[N:13]2)=[N:16][N:17]=1. The catalyst class is: 25. (2) Reactant: [OH:1][CH:2]([C:4]1[S:8][C:7]([C:9](=O)[CH2:10][CH2:11][C:12](=O)[CH:13]([C:21]2[CH:26]=[CH:25][C:24]([S:27]([CH3:30])(=[O:29])=[O:28])=[CH:23][CH:22]=2)[CH2:14][CH:15]2[CH2:20][CH2:19][O:18][CH2:17][CH2:16]2)=[N:6][CH:5]=1)[CH3:3].C([O-])(=O)C.[NH4+:37].[OH-].[Na+]. Product: [CH3:30][S:27]([C:24]1[CH:25]=[CH:26][C:21]([CH:13]([C:12]2[NH:37][C:9]([C:7]3[S:8][C:4]([CH:2]([OH:1])[CH3:3])=[CH:5][N:6]=3)=[CH:10][CH:11]=2)[CH2:14][CH:15]2[CH2:16][CH2:17][O:18][CH2:19][CH2:20]2)=[CH:22][CH:23]=1)(=[O:28])=[O:29]. The catalyst class is: 15. (3) Reactant: [Br:1][C:2]1[C:3](Cl)=[N:4][C:5]([Cl:8])=[N:6][CH:7]=1.[CH2:10]([CH:12]([NH2:15])[CH2:13][CH3:14])[CH3:11].CCN(C(C)C)C(C)C. Product: [Br:1][C:2]1[C:3]([NH:15][CH:12]([CH2:13][CH3:14])[CH2:10][CH3:11])=[N:4][C:5]([Cl:8])=[N:6][CH:7]=1. The catalyst class is: 8. (4) Reactant: [Cl:1][C:2]1[C:3]([C:9]([OH:11])=[O:10])=[N:4][C:5](Cl)=[CH:6][CH:7]=1.[BrH:12]. Product: [Br:12][C:5]1[N:4]=[C:3]([C:9]([OH:11])=[O:10])[C:2]([Cl:1])=[CH:7][CH:6]=1. The catalyst class is: 15. (5) Reactant: C[O:2][C:3](=[O:27])[C:4]1[CH:9]=[CH:8][C:7]([C:10]2[CH:15]=[CH:14][N:13]=[C:12]([CH3:16])[C:11]=2[C:17]#[C:18][C:19]2[CH:20]=[N:21][C:22]([NH2:25])=[CH:23][CH:24]=2)=[CH:6][C:5]=1[Cl:26].[OH-].[Na+]. The catalyst class is: 1. Product: [NH2:25][C:22]1[N:21]=[CH:20][C:19]([C:18]#[C:17][C:11]2[C:12]([CH3:16])=[N:13][CH:14]=[CH:15][C:10]=2[C:7]2[CH:8]=[CH:9][C:4]([C:3]([OH:27])=[O:2])=[C:5]([Cl:26])[CH:6]=2)=[CH:24][CH:23]=1. (6) Reactant: [Cl:1][C:2]1[CH:7]=[CH:6][CH:5]=[CH:4][C:3]=1[C:8]1[C:27](=[O:28])[N:26]([CH2:29][CH2:30][CH:31]2[CH2:36][CH2:35][CH2:34][NH:33][CH2:32]2)[C:11]2[N:12]=[C:13]([NH:16][CH2:17][CH2:18][CH2:19][CH2:20][N:21]([CH2:24][CH3:25])[CH2:22][CH3:23])[N:14]=[CH:15][C:10]=2[CH:9]=1.[C:37](Cl)(=[O:40])[CH:38]=[CH2:39]. Product: [C:37]([N:33]1[CH2:34][CH2:35][CH2:36][CH:31]([CH2:30][CH2:29][N:26]2[C:11]3[N:12]=[C:13]([NH:16][CH2:17][CH2:18][CH2:19][CH2:20][N:21]([CH2:22][CH3:23])[CH2:24][CH3:25])[N:14]=[CH:15][C:10]=3[CH:9]=[C:8]([C:3]3[CH:4]=[CH:5][CH:6]=[CH:7][C:2]=3[Cl:1])[C:27]2=[O:28])[CH2:32]1)(=[O:40])[CH:38]=[CH2:39]. The catalyst class is: 2. (7) Reactant: [CH2:1]([N:3]1[C:7]2([CH2:11][CH2:10][N:9]([C:12]3[CH:17]=[CH:16][C:15]([N+:18]([O-])=O)=[C:14]([O:21][CH:22]([CH3:24])[CH3:23])[CH:13]=3)[CH2:8]2)[CH2:6][CH2:5][CH2:4]1)[CH3:2].O.NN. Product: [CH2:1]([N:3]1[C:7]2([CH2:11][CH2:10][N:9]([C:12]3[CH:17]=[CH:16][C:15]([NH2:18])=[C:14]([O:21][CH:22]([CH3:23])[CH3:24])[CH:13]=3)[CH2:8]2)[CH2:6][CH2:5][CH2:4]1)[CH3:2]. The catalyst class is: 29.